Dataset: Peptide-MHC class I binding affinity with 185,985 pairs from IEDB/IMGT. Task: Regression. Given a peptide amino acid sequence and an MHC pseudo amino acid sequence, predict their binding affinity value. This is MHC class I binding data. (1) The peptide sequence is AWRHRARSV. The MHC is Patr-A0901 with pseudo-sequence Patr-A0901. The binding affinity (normalized) is 0.246. (2) The MHC is HLA-A68:01 with pseudo-sequence HLA-A68:01. The peptide sequence is EAPLLEEQR. The binding affinity (normalized) is 0.668. (3) The peptide sequence is MLIPKSYAG. The MHC is HLA-B08:01 with pseudo-sequence HLA-B08:01. The binding affinity (normalized) is 0.562. (4) The peptide sequence is GMDPRMCSL. The MHC is HLA-A02:01 with pseudo-sequence HLA-A02:01. The binding affinity (normalized) is 0.448.